This data is from Reaction yield outcomes from USPTO patents with 853,638 reactions. The task is: Predict the reaction yield, written as a fraction of the theoretical maximum amount of product (1.0 means a 100% yield; for example, 0.34 means a 34% yield). (1) The reactants are C(NC(C)C)(C)C.[CH2:8]([Li])[CH2:9][CH2:10][CH3:11].[Si](C=[N+]=[N-])(C)(C)C.[F:20][C:21]1[C:22]([CH2:31][CH2:32][CH3:33])=C(C=[CH:27][C:28]=1[O:29][CH3:30])C=O. The catalyst is O1CCCC1. The product is [C:10]([C:9]1[CH:8]=[CH:27][C:28]([O:29][CH3:30])=[C:21]([F:20])[C:22]=1[CH2:31][CH2:32][CH3:33])#[CH:11]. The yield is 0.312. (2) The reactants are FC(F)(F)S(O[C:7]1[CH:20]=[C:19]2[C:10]([O:11][C:12]3[CH:13]=[CH:14][C:15]([C:27]4[C:28]([F:33])=[N:29][CH:30]=[CH:31][CH:32]=4)=[CH:16][C:17]=3[C:18]32[N:25]=[C:24]([NH2:26])[CH2:23][O:22][CH2:21]3)=[C:9]([F:34])[CH:8]=1)(=O)=O.[F:37][C:38]1[CH:43]=[C:42](B(O)O)[CH:41]=[CH:40][N:39]=1.C(=O)([O-])[O-].[K+].[K+]. The catalyst is C1C=CC(P(C2C=CC=CC=2)[C-]2C=CC=C2)=CC=1.C1C=CC(P(C2C=CC=CC=2)[C-]2C=CC=C2)=CC=1.Cl[Pd]Cl.[Fe+2].C(Cl)Cl.O1CCOCC1. The product is [F:34][C:9]1[C:10]2[O:11][C:12]3[C:17](=[CH:16][C:15]([C:27]4[C:28]([F:33])=[N:29][CH:30]=[CH:31][CH:32]=4)=[CH:14][CH:13]=3)[C:18]3([N:25]=[C:24]([NH2:26])[CH2:23][O:22][CH2:21]3)[C:19]=2[CH:20]=[C:7]([C:42]2[CH:41]=[CH:40][N:39]=[C:38]([F:37])[CH:43]=2)[CH:8]=1. The yield is 0.850. (3) The reactants are [OH:1][C:2]1[CH:3]=[C:4]([CH:7]=[CH:8][CH:9]=1)[CH:5]=[O:6].N1C=CN=C1.[Si:15](Cl)([C:18]([CH3:21])([CH3:20])[CH3:19])([CH3:17])[CH3:16]. The catalyst is CN(C=O)C. The product is [Si:15]([O:1][C:2]1[CH:3]=[C:4]([CH:7]=[CH:8][CH:9]=1)[CH:5]=[O:6])([C:18]([CH3:21])([CH3:20])[CH3:19])([CH3:17])[CH3:16]. The yield is 0.930. (4) The reactants are C(OC(=O)[NH:7][C:8]([C:10]1[S:11][C:12]([S:25][CH3:26])=[C:13]([S:15]([C:18]2[CH:23]=[CH:22][CH:21]=[C:20](Br)[CH:19]=2)(=[O:17])=[O:16])[CH:14]=1)=[NH:9])(C)(C)C.C([O:32][C:33](=[O:53])[CH2:34][O:35][CH2:36][C:37]1[CH:42]=[CH:41][CH:40]=[C:39]([CH3:43])[C:38]=1B1OC(C)(C)C(C)(C)O1)(C)(C)C.C([O-])([O-])=O.[Na+].[Na+].[C:60]([OH:66])([C:62]([F:65])([F:64])[F:63])=[O:61].C(Cl)Cl. The catalyst is C1C=CC([P]([Pd]([P](C2C=CC=CC=2)(C2C=CC=CC=2)C2C=CC=CC=2)([P](C2C=CC=CC=2)(C2C=CC=CC=2)C2C=CC=CC=2)[P](C2C=CC=CC=2)(C2C=CC=CC=2)C2C=CC=CC=2)(C2C=CC=CC=2)C2C=CC=CC=2)=CC=1.C1(C)C=CC=CC=1.C(O)C. The product is [F:63][C:62]([F:65])([F:64])[C:60]([OH:66])=[O:61].[C:8]([C:10]1[S:11][C:12]([S:25][CH3:26])=[C:13]([S:15]([C:18]2[CH:19]=[C:20]([C:40]3[C:39]([CH3:43])=[CH:38][C:37]([CH2:36][O:35][CH2:34][C:33]([OH:53])=[O:32])=[CH:42][CH:41]=3)[CH:21]=[CH:22][CH:23]=2)(=[O:16])=[O:17])[CH:14]=1)(=[NH:9])[NH2:7]. The yield is 0.220. (5) The reactants are [CH:1]1([NH:6][C:7]2[CH:8]=[C:9]([N:29]([CH2:37][CH2:38][C:39]([F:42])([F:41])[F:40])C(=O)OCCCC)[C:10]3[N:11]([C:13]([C:16]4[CH:21]=[CH:20][C:19]([C:22](=[O:27])[NH:23][CH:24]5[CH2:26][CH2:25]5)=[C:18]([CH3:28])[CH:17]=4)=[CH:14][N:15]=3)[N:12]=2)[CH2:5][CH2:4][CH2:3][CH2:2]1.FC(F)(F)C(O)=O.O. The catalyst is ClCCl. The product is [CH:1]1([NH:6][C:7]2[CH:8]=[C:9]([NH:29][CH2:37][CH2:38][C:39]([F:40])([F:41])[F:42])[C:10]3[N:11]([C:13]([C:16]4[CH:21]=[CH:20][C:19]([C:22]([NH:23][CH:24]5[CH2:25][CH2:26]5)=[O:27])=[C:18]([CH3:28])[CH:17]=4)=[CH:14][N:15]=3)[N:12]=2)[CH2:2][CH2:3][CH2:4][CH2:5]1. The yield is 0.820. (6) The reactants are Br[C:2]1[CH:3]=[C:4]([O:8][CH:9]([CH3:11])[CH3:10])[CH:5]=[N:6][CH:7]=1.[CH3:12][C@@H:13]([OH:17])[CH2:14][CH:15]=[CH2:16].C(N(CC)CC)C.C(#N)C. The catalyst is O.C([O-])(=O)C.[Pd+2].C([O-])(=O)C.C1(C)C=CC=CC=1P(C1C=CC=CC=1C)C1C=CC=CC=1C. The product is [CH:9]([O:8][C:4]1[CH:3]=[C:2](/[CH:16]=[CH:15]/[CH2:14][C@H:13]([OH:17])[CH3:12])[CH:7]=[N:6][CH:5]=1)([CH3:11])[CH3:10]. The yield is 0.850. (7) The product is [CH3:1][O:2][C:3]1[CH:11]=[C:10]([N+:12]([O-:14])=[O:13])[CH:9]=[CH:8][C:4]=1[C:5]([O:7][CH3:15])=[O:6]. The reactants are [CH3:1][O:2][C:3]1[CH:11]=[C:10]([N+:12]([O-:14])=[O:13])[CH:9]=[CH:8][C:4]=1[C:5]([OH:7])=[O:6].[C:15](=O)([O-])[O-].[K+].[K+].IC. No catalyst specified. The yield is 0.770.